This data is from NCI-60 drug combinations with 297,098 pairs across 59 cell lines. The task is: Regression. Given two drug SMILES strings and cell line genomic features, predict the synergy score measuring deviation from expected non-interaction effect. (1) Drug 1: CC12CCC(CC1=CCC3C2CCC4(C3CC=C4C5=CN=CC=C5)C)O. Drug 2: C1=CN(C=N1)CC(O)(P(=O)(O)O)P(=O)(O)O. Cell line: NCIH23. Synergy scores: CSS=9.48, Synergy_ZIP=-3.13, Synergy_Bliss=-1.68, Synergy_Loewe=-1.41, Synergy_HSA=-1.37. (2) Drug 1: C1=C(C(=O)NC(=O)N1)N(CCCl)CCCl. Drug 2: CN(CCCl)CCCl.Cl. Cell line: M14. Synergy scores: CSS=0.533, Synergy_ZIP=-7.00, Synergy_Bliss=-14.8, Synergy_Loewe=-17.9, Synergy_HSA=-17.5.